Dataset: Reaction yield outcomes from USPTO patents with 853,638 reactions. Task: Predict the reaction yield, written as a fraction of the theoretical maximum amount of product (1.0 means a 100% yield; for example, 0.34 means a 34% yield). (1) The reactants are ClC1C=C2C(=CC=1)N([CH2:11][C:12]([O:14][C:15]([CH3:18])([CH3:17])[CH3:16])=[O:13])C(C)=C2C1C2C(=CC=CC=2)C(Cl)=NN=1.[Cl:31][C:32]1[C:41]2[C:36](=[CH:37][CH:38]=[CH:39][CH:40]=2)[C:35]([C:42]2[C:50]3[C:45](=[C:46]([F:55])[CH:47]=[C:48]([S:51]([CH3:54])(=[O:53])=[O:52])[CH:49]=3)[NH:44][C:43]=2[CH3:56])=[N:34][N:33]=1.C(=O)([O-])[O-].[K+].[K+].BrCC(OC(C)(C)C)=O. The catalyst is CN(C=O)C. The product is [Cl:31][C:32]1[C:41]2[C:36](=[CH:37][CH:38]=[CH:39][CH:40]=2)[C:35]([C:42]2[C:50]3[C:45](=[C:46]([F:55])[CH:47]=[C:48]([S:51]([CH3:54])(=[O:52])=[O:53])[CH:49]=3)[N:44]([CH2:11][C:12]([O:14][C:15]([CH3:18])([CH3:17])[CH3:16])=[O:13])[C:43]=2[CH3:56])=[N:34][N:33]=1. The yield is 0.820. (2) The reactants are C(=O)(O)[O-].[K+].Cl.[C:7](=[NH:10])([NH2:9])[CH3:8].Br[CH2:12][C:13]([C:15]1[CH:20]=[CH:19][C:18]([CH3:21])=[C:17]([Br:22])[CH:16]=1)=O. The catalyst is O1CCCC1.O. The product is [Br:22][C:17]1[CH:16]=[C:15]([C:13]2[NH:9][C:7]([CH3:8])=[N:10][CH:12]=2)[CH:20]=[CH:19][C:18]=1[CH3:21]. The yield is 0.0500. (3) The reactants are [CH3:1][C:2]1[C:3]2[N:4]([N:9]=[C:10]([C:12](OC)=[O:13])[CH:11]=2)[C:5]([CH3:8])=[CH:6][N:7]=1.[H-].C([Al+]CC(C)C)C(C)C.[Cl-].[NH4+].C(=O)(O)[O-].[Na+]. The catalyst is C(Cl)Cl. The product is [CH3:1][C:2]1[C:3]2[N:4]([N:9]=[C:10]([CH2:12][OH:13])[CH:11]=2)[C:5]([CH3:8])=[CH:6][N:7]=1. The yield is 0.770. (4) The reactants are [C:1]([C@@H:3]1[CH2:7][CH2:6][CH2:5][N:4]1[C:8]([O:10]C(C)(C)C)=O)#[N:2].FC(F)(F)C(O)=O.[CH2:22]([C:34]1[CH:42]=[CH:41][C:37](C(O)=O)=[CH:36][CH:35]=1)[CH2:23][CH2:24][CH2:25][CH2:26][CH2:27][CH2:28][CH2:29][CH2:30][CH2:31][CH2:32][CH3:33].C1CN([P+](ON2N=NC3C=CC=CC2=3)(N2CCCC2)N2CCCC2)CC1.F[P-](F)(F)(F)(F)F.C(N(CC)C(C)C)(C)C. The catalyst is ClCCl.CCOC(C)=O. The product is [CH2:22]([C:34]1[CH:35]=[CH:36][C:37]([C:8]([N:4]2[CH2:5][CH2:6][CH2:7][C@H:3]2[C:1]#[N:2])=[O:10])=[CH:41][CH:42]=1)[CH2:23][CH2:24][CH2:25][CH2:26][CH2:27][CH2:28][CH2:29][CH2:30][CH2:31][CH2:32][CH3:33]. The yield is 0.220. (5) The reactants are [C:1]1([N:7]2[C:11]([NH:12][C:13](=[O:21])OC3C=CC=CC=3)=[CH:10][C:9]([C:22]3([C:25]([F:28])([F:27])[F:26])[CH2:24][CH2:23]3)=[N:8]2)[CH:6]=[CH:5][CH:4]=[CH:3][CH:2]=1.[CH3:29][O:30][C:31]1[CH:32]=[C:33]2[C:38](=[CH:39][C:40]=1[O:41][CH3:42])[N:37]=[CH:36][N:35]=[C:34]2[O:43][C:44]1[CH:45]=[C:46]([CH:48]=[CH:49][CH:50]=1)[NH2:47]. No catalyst specified. The product is [CH3:29][O:30][C:31]1[CH:32]=[C:33]2[C:38](=[CH:39][C:40]=1[O:41][CH3:42])[N:37]=[CH:36][N:35]=[C:34]2[O:43][C:44]1[CH:45]=[C:46]([NH:47][C:13]([NH:12][C:11]2[N:7]([C:1]3[CH:2]=[CH:3][CH:4]=[CH:5][CH:6]=3)[N:8]=[C:9]([C:22]3([C:25]([F:26])([F:28])[F:27])[CH2:24][CH2:23]3)[CH:10]=2)=[O:21])[CH:48]=[CH:49][CH:50]=1. The yield is 0.710. (6) The reactants are [C:1]([O:10]C)(=O)[C:2]1[C:3](=[CH:5][CH:6]=[CH:7][CH:8]=1)[NH2:4].[Cl:12][CH2:13][C:14]#[N:15].Cl.C([O-])(O)=O.[Na+]. The catalyst is O1CCOCC1.O. The product is [Cl:12][CH2:13][C:14]1[NH:15][C:1](=[O:10])[C:2]2[C:3](=[CH:5][CH:6]=[CH:7][CH:8]=2)[N:4]=1. The yield is 0.590. (7) The reactants are [Cl:1][C:2]1[CH:3]=[CH:4][C:5]([S:21][CH2:22][C:23]2[CH:28]=[CH:27][CH:26]=[C:25]([O:29]C)[CH:24]=2)=[C:6]([NH:8][S:9]([C:12]2[O:13][C:14]3[CH:20]=[CH:19][CH:18]=[CH:17][C:15]=3[CH:16]=2)(=[O:11])=[O:10])[CH:7]=1.B(Br)(Br)Br. The catalyst is C(Cl)Cl.CCOC(C)=O. The product is [Cl:1][C:2]1[CH:3]=[CH:4][C:5]([S:21][CH2:22][C:23]2[CH:28]=[CH:27][CH:26]=[C:25]([OH:29])[CH:24]=2)=[C:6]([NH:8][S:9]([C:12]2[O:13][C:14]3[CH:20]=[CH:19][CH:18]=[CH:17][C:15]=3[CH:16]=2)(=[O:11])=[O:10])[CH:7]=1. The yield is 0.640. (8) The product is [CH2:53]1[C:54]2[C:59](=[CH:58][CH:57]=[CH:56][CH:55]=2)[CH2:60][CH2:61][N:52]1[CH2:51][C@@H:50]([OH:62])[CH2:49][NH:48][C:18]([C:17]1[CH:21]=[CH:22][N:23]=[C:15]([NH:14][CH:11]2[CH2:10][CH2:9][N:8]([C:6]([O:5][C:1]([CH3:3])([CH3:2])[CH3:4])=[O:7])[CH2:13][CH2:12]2)[CH:16]=1)=[O:19]. The catalyst is C(Cl)Cl. The reactants are [C:1]([O:5][C:6]([N:8]1[CH2:13][CH2:12][CH:11]([NH:14][C:15]2[CH:16]=[C:17]([CH:21]=[CH:22][N:23]=2)[C:18](O)=[O:19])[CH2:10][CH2:9]1)=[O:7])([CH3:4])([CH3:3])[CH3:2].CN(C(ON1N=NC2C=CC=NC1=2)=[N+](C)C)C.F[P-](F)(F)(F)(F)F.[NH2:48][CH2:49][C@H:50]([OH:62])[CH2:51][N:52]1[CH2:61][CH2:60][C:59]2[C:54](=[CH:55][CH:56]=[CH:57][CH:58]=2)[CH2:53]1. The yield is 0.532.